Dataset: CYP2C19 inhibition data for predicting drug metabolism from PubChem BioAssay. Task: Regression/Classification. Given a drug SMILES string, predict its absorption, distribution, metabolism, or excretion properties. Task type varies by dataset: regression for continuous measurements (e.g., permeability, clearance, half-life) or binary classification for categorical outcomes (e.g., BBB penetration, CYP inhibition). Dataset: cyp2c19_veith. (1) The molecule is COc1cccc(CC(C(=O)Nc2cc(C)ccc2C)c2nn[nH]n2)c1OC. The result is 1 (inhibitor). (2) The drug is Nc1ccc(S(=O)(=O)NC(=O)c2ccccc2)cc1. The result is 0 (non-inhibitor).